This data is from Full USPTO retrosynthesis dataset with 1.9M reactions from patents (1976-2016). The task is: Predict the reactants needed to synthesize the given product. (1) Given the product [CH2:1]([N:8]1[CH2:9][CH:10]=[C:11]([CH2:14][CH2:15][O:16][S:23]([C:20]2[CH:21]=[CH:22][C:17]([CH3:27])=[CH:18][CH:19]=2)(=[O:25])=[O:24])[CH2:12][CH2:13]1)[C:2]1[CH:7]=[CH:6][CH:5]=[CH:4][CH:3]=1, predict the reactants needed to synthesize it. The reactants are: [CH2:1]([N:8]1[CH2:13][CH:12]=[C:11]([CH2:14][CH2:15][OH:16])[CH2:10][CH2:9]1)[C:2]1[CH:7]=[CH:6][CH:5]=[CH:4][CH:3]=1.[C:17]1([CH3:27])[CH:22]=[CH:21][C:20]([S:23](Cl)(=[O:25])=[O:24])=[CH:19][CH:18]=1.C(N(CC)CC)C. (2) Given the product [CH2:26]([C:28]1[N:32]([CH2:33][CH2:34][C:35]([NH:38][CH2:20][CH:19]([C:16]2[CH:17]=[CH:18][C:9]([OH:8])=[C:10]([CH2:11][OH:13])[CH:15]=2)[OH:25])([CH3:37])[CH3:36])[N:31]=[C:30]([C:39]2[CH:44]=[CH:43][C:42]([O:45][CH3:46])=[CH:41][CH:40]=2)[N:29]=1)[CH3:27], predict the reactants needed to synthesize it. The reactants are: C([O:8][C:9]1[CH:18]=[CH:17][C:16]([C:19](=[O:25])[CH:20](OCC)O)=[CH:15][C:10]=1[C:11]([O:13]C)=O)C1C=CC=CC=1.[CH2:26]([C:28]1[N:32]([CH2:33][CH2:34][C:35]([NH2:38])([CH3:37])[CH3:36])[N:31]=[C:30]([C:39]2[CH:44]=[CH:43][C:42]([O:45][CH3:46])=[CH:41][CH:40]=2)[N:29]=1)[CH3:27]. (3) Given the product [ClH:17].[OH:1][C:2]1[CH:14]=[CH:13][C:5]([CH:6]=[C:7]2[CH2:11][CH2:10][CH:9]([CH2:18][N:19]([CH3:21])[CH3:20])[C:8]2=[O:12])=[CH:4][C:3]=1[O:15][CH3:16], predict the reactants needed to synthesize it. The reactants are: [OH:1][C:2]1[CH:14]=[CH:13][C:5]([CH:6]=[C:7]2[CH2:11][CH2:10][CH2:9][C:8]2=[O:12])=[CH:4][C:3]=1[O:15][CH3:16].[Cl-:17].[CH3:18][N+:19](=[CH2:21])[CH3:20]. (4) Given the product [ClH:41].[CH3:8][C:9]1[N:10]=[C:11]([NH:14][C:15]2[C:20]([O:21][CH2:22][C:23]3[CH:24]=[C:25]([CH:31]=[CH:32][CH:33]=3)[O:26][CH2:27][C:28]([NH:48][CH2:49][C:50]([OH:52])=[O:51])=[O:30])=[CH:19][CH:18]=[CH:17][N:16]=2)[S:12][CH:13]=1, predict the reactants needed to synthesize it. The reactants are: FC(F)(F)C(O)=O.[CH3:8][C:9]1[N:10]=[C:11]([NH:14][C:15]2[C:20]([O:21][CH2:22][C:23]3[CH:24]=[C:25]([CH:31]=[CH:32][CH:33]=3)[O:26][CH2:27][C:28]([OH:30])=O)=[CH:19][CH:18]=[CH:17][N:16]=2)[S:12][CH:13]=1.C(N(CC)CC)C.[Cl:41]C(OCC)=O.Cl.[NH2:48][CH2:49][C:50]([O:52]C(C)(C)C)=[O:51].Cl. (5) Given the product [F:21][C:18]1[CH:19]=[C:20]2[C:15]([CH:14]=[CH:13][C:12](=[O:22])[N:11]2[CH2:10][CH2:9][N:5]2[CH2:6][C@@H:7]([OH:8])[C@@H:3]([CH2:2][NH:1][CH2:34][C:32]3[N:31]=[N:30][C:27]4[S:28][CH2:29][C:24](=[O:23])[NH:25][C:26]=4[CH:33]=3)[CH2:4]2)=[CH:16][CH:17]=1, predict the reactants needed to synthesize it. The reactants are: [NH2:1][CH2:2][C@@H:3]1[C@H:7]([OH:8])[CH2:6][N:5]([CH2:9][CH2:10][N:11]2[C:20]3[C:15](=[CH:16][CH:17]=[C:18]([F:21])[CH:19]=3)[CH:14]=[CH:13][C:12]2=[O:22])[CH2:4]1.[O:23]=[C:24]1[CH2:29][S:28][C:27]2[N:30]=[N:31][C:32]([CH:34]=O)=[CH:33][C:26]=2[NH:25]1.C(Cl)Cl.C(O[BH-](OC(=O)C)OC(=O)C)(=O)C.[Na+].